From a dataset of Reaction yield outcomes from USPTO patents with 853,638 reactions. Predict the reaction yield, written as a fraction of the theoretical maximum amount of product (1.0 means a 100% yield; for example, 0.34 means a 34% yield). (1) The reactants are [CH2:1]([O:8][C:9]1[CH:14]=[CH:13][C:12]([CH2:15][Cl:16])=[CH:11][CH:10]=1)[C:2]1[CH:7]=[CH:6][CH:5]=[CH:4][CH:3]=1.[C:17]1([P:23]([C:30]2[CH:35]=[CH:34][CH:33]=[CH:32][CH:31]=2)[C:24]2[CH:29]=[CH:28][CH:27]=[CH:26][CH:25]=2)[CH:22]=[CH:21][CH:20]=[CH:19][CH:18]=1. The catalyst is C1(C)C=CC=CC=1. The product is [Cl-:16].[CH2:1]([O:8][C:9]1[CH:14]=[CH:13][C:12]([CH2:15][P+:23]([C:24]2[CH:25]=[CH:26][CH:27]=[CH:28][CH:29]=2)([C:30]2[CH:35]=[CH:34][CH:33]=[CH:32][CH:31]=2)[C:17]2[CH:18]=[CH:19][CH:20]=[CH:21][CH:22]=2)=[CH:11][CH:10]=1)[C:2]1[CH:7]=[CH:6][CH:5]=[CH:4][CH:3]=1. The yield is 0.881. (2) The reactants are [NH2:1][C:2]1[C:7]([C:8]([C:10]2[CH:15]=[CH:14][CH:13]=[C:12]([Br:16])[N:11]=2)=[O:9])=[CH:6][CH:5]=[CH:4][N:3]=1.[Br:17]N1C(=O)CCC1=O. No catalyst specified. The product is [NH2:1][C:2]1[C:7]([C:8]([C:10]2[CH:15]=[CH:14][CH:13]=[C:12]([Br:16])[N:11]=2)=[O:9])=[CH:6][C:5]([Br:17])=[CH:4][N:3]=1. The yield is 0.570. (3) The reactants are [C:1](Cl)(=O)[C:2]([Cl:4])=[O:3].[Br:7][C:8]1[CH:9]=C[C:11]([F:17])=[C:12]([CH:16]=1)C(O)=O. The catalyst is ClCCl.CN(C)C=O. The product is [Br:7][C:8]1[CH:16]=[CH:12][C:11]([F:17])=[C:1]([CH:9]=1)[C:2]([Cl:4])=[O:3]. The yield is 1.00. (4) The yield is 0.500. The reactants are [N:1]1[CH:6]=[CH:5][CH:4]=[CH:3][C:2]=1[CH2:7][NH:8][CH2:9][C:10]1[CH:15]=[CH:14][C:13](/[CH:16]=[CH:17]/[CH:18]([C:23]2[CH:28]=[C:27]([Cl:29])[C:26]([Cl:30])=[C:25]([Cl:31])[CH:24]=2)[C:19]([F:22])([F:21])[F:20])=[CH:12][C:11]=1[C:32]([F:35])([F:34])[F:33].[CH:36]1([C:39](Cl)=[O:40])[CH2:38][CH2:37]1. The catalyst is C(Cl)Cl. The product is [N:1]1[CH:6]=[CH:5][CH:4]=[CH:3][C:2]=1[CH2:7][N:8]([CH2:9][C:10]1[CH:15]=[CH:14][C:13](/[CH:16]=[CH:17]/[CH:18]([C:23]2[CH:28]=[C:27]([Cl:29])[C:26]([Cl:30])=[C:25]([Cl:31])[CH:24]=2)[C:19]([F:22])([F:21])[F:20])=[CH:12][C:11]=1[C:32]([F:35])([F:34])[F:33])[C:39]([CH:36]1[CH2:38][CH2:37]1)=[O:40]. (5) The reactants are C(Cl)Cl.FC(F)(F)C(O)=O.[OH:11][CH:12]1[CH:25]2[C:26]3[C:35]([CH:14]([C:15]4[CH:16]=[C:17]5[C:22](=[CH:23][C:24]=42)[CH:21]=[CH:20][CH:19]=[CH:18]5)[CH:13]1[OH:36])=[CH:34][C:33]1[C:28](=[CH:29][CH:30]=[CH:31][CH:32]=1)[CH:27]=3.Cl. The catalyst is CS(C)=O.C(N(CC)CC)C. The product is [CH:29]1[C:28]2[C:33](=[CH:34][C:35]3[CH:14]4[C:13](=[O:36])[C:12](=[O:11])[CH:25]([C:26]=3[CH:27]=2)[C:24]2[C:15]4=[CH:16][C:17]3[C:22]([CH:23]=2)=[CH:21][CH:20]=[CH:19][CH:18]=3)[CH:32]=[CH:31][CH:30]=1. The yield is 0.500. (6) The reactants are [C:1]([O:5][C:6](=[O:15])[N:7]([CH3:14])[CH:8]1[CH2:13][CH2:12][NH:11][CH2:10][CH2:9]1)([CH3:4])([CH3:3])[CH3:2].[CH:16](=O)[CH3:17].C(O[BH-](OC(=O)C)OC(=O)C)(=O)C.[Na+]. The catalyst is ClCCl. The product is [C:1]([O:5][C:6](=[O:15])[N:7]([CH:8]1[CH2:13][CH2:12][N:11]([CH2:16][CH3:17])[CH2:10][CH2:9]1)[CH3:14])([CH3:4])([CH3:3])[CH3:2]. The yield is 0.720. (7) The reactants are [CH2:1]([O:3][C:4]([CH:6]1[CH2:8][CH:7]1[C:9](Cl)=[O:10])=[O:5])[CH3:2].[CH3:12][C:13]1[CH:18]=[CH:17][C:16]([SH:19])=[CH:15][CH:14]=1.CCN(CC)CC. The catalyst is CCCCCC. The product is [CH2:1]([O:3][C:4]([CH:6]1[CH2:8][CH:7]1[C:9]([S:19][C:16]1[CH:17]=[CH:18][C:13]([CH3:12])=[CH:14][CH:15]=1)=[O:10])=[O:5])[CH3:2]. The yield is 0.990. (8) The reactants are [NH2:1][C:2]1[CH:7]=[CH:6][C:5]([NH:8][C:9](=[S:21])[NH:10][C:11]2[CH:16]=[CH:15][C:14]([S:17]([NH2:20])(=[O:19])=[O:18])=[CH:13][CH:12]=2)=[CH:4][CH:3]=1.[I:22][C:23]1[CH:28]=[CH:27][CH:26]=[C:25]([N:29]=[C:30]=[S:31])[CH:24]=1. The catalyst is C(#N)C. The product is [I:22][C:23]1[CH:24]=[C:25]([NH:29][C:30](=[S:31])[NH:1][C:2]2[CH:3]=[CH:4][C:5]([NH:8][C:9](=[S:21])[NH:10][C:11]3[CH:16]=[CH:15][C:14]([S:17]([NH2:20])(=[O:18])=[O:19])=[CH:13][CH:12]=3)=[CH:6][CH:7]=2)[CH:26]=[CH:27][CH:28]=1. The yield is 0.780. (9) The yield is 0.220. The catalyst is O. The product is [C:14]1([CH3:18])[CH:15]=[CH:16][CH:17]=[C:12]([C:3]2[C:2]3[N:1]=[CH:19][NH:21][C:7](=[O:8])[C:6]=3[S:5][N:4]=2)[CH:13]=1. The reactants are [NH2:1][C:2]1[C:3]([C:12]2[CH:13]=[C:14]([CH3:18])[CH:15]=[CH:16][CH:17]=2)=[N:4][S:5][C:6]=1[C:7](OCC)=[O:8].[CH:19]([NH2:21])=O. (10) The reactants are Cl[C:2]1[CH:11]=[C:10]([Cl:12])[C:9]2[C:4](=[CH:5][C:6]([O:13][CH3:14])=[CH:7][CH:8]=2)[N:3]=1.[CH:15]([NH:18][C:19]1[CH:23]=[CH:22][NH:21][N:20]=1)([CH3:17])[CH3:16]. The catalyst is ClCCl. The product is [Cl:12][C:10]1[C:9]2[C:4](=[CH:5][C:6]([O:13][CH3:14])=[CH:7][CH:8]=2)[N:3]=[C:2]([N:21]2[CH:22]=[CH:23][C:19]([NH:18][CH:15]([CH3:17])[CH3:16])=[N:20]2)[CH:11]=1. The yield is 0.820.